This data is from Reaction yield outcomes from USPTO patents with 853,638 reactions. The task is: Predict the reaction yield, written as a fraction of the theoretical maximum amount of product (1.0 means a 100% yield; for example, 0.34 means a 34% yield). The reactants are [Cl:1][C:2]1[CH:3]=[C:4]([C:9](=O)[CH3:10])[CH:5]=[CH:6][C:7]=1[Cl:8].[NH2:12][C:13]([NH2:15])=[S:14]. No catalyst specified. The product is [NH2:15][C:13]1[S:14][CH:10]=[C:9]([C:4]2[CH:5]=[CH:6][C:7]([Cl:8])=[C:2]([Cl:1])[CH:3]=2)[N:12]=1. The yield is 0.778.